From a dataset of Forward reaction prediction with 1.9M reactions from USPTO patents (1976-2016). Predict the product of the given reaction. (1) Given the reactants Cl.[Cl:2][C:3]1[CH:8]=[CH:7][C:6]([NH:9][NH2:10])=[CH:5][CH:4]=1.Cl.CN([C:15](=[CH2:18])[C:16]#[N:17])C, predict the reaction product. The product is: [NH2:17][C:16]1[N:9]([C:6]2[CH:7]=[CH:8][C:3]([Cl:2])=[CH:4][CH:5]=2)[N:10]=[CH:18][CH:15]=1. (2) Given the reactants [F:1][C:2]1[CH:12]=[C:11]([CH3:13])[C:10]([F:14])=[CH:9][C:3]=1[C:4]([O:6][CH2:7][CH3:8])=[O:5].[Br:15]N1C(=O)CCC1=O.C(OOC(=O)C1C=CC=CC=1)(=O)C1C=CC=CC=1.S([O-])([O-])(=O)=S.[Na+].[Na+].C(N(CC)C(C)C)(C)C.P([O-])(OCC)(OCC)=O.Cl, predict the reaction product. The product is: [Br:15][CH2:13][C:11]1[C:10]([F:14])=[CH:9][C:3]([C:4]([O:6][CH2:7][CH3:8])=[O:5])=[C:2]([F:1])[CH:12]=1. (3) Given the reactants C[O:2][C:3](=O)[CH2:4][C:5]1[CH:41]=[CH:40][CH:39]=[CH:38][C:6]=1[CH2:7][CH2:8][C:9]1[C:14]([C:15]([F:18])([F:17])[F:16])=[CH:13][N:12]=[C:11]([NH:19][C:20]2[CH:25]=[CH:24][C:23]([CH:26]3[CH2:30][CH2:29][N:28](C(OC(C)(C)C)=O)[CH2:27]3)=[CH:22][CH:21]=2)[N:10]=1.COC(=O)CC1C=CC=CC=1C#CC1C(C(F)(F)F)=CN=C(NC2C=CC(C3CCN(C(OC(C)(C)C)=O)C3)=CC=2)[N:56]=1, predict the reaction product. The product is: [NH:28]1[CH2:29][CH2:30][CH:26]([C:23]2[CH:22]=[CH:21][C:20]([NH:19][C:11]3[N:10]=[C:9]([CH2:8][CH2:7][C:6]4[CH:38]=[CH:39][CH:40]=[CH:41][C:5]=4[CH2:4][C:3]([NH2:56])=[O:2])[C:14]([C:15]([F:17])([F:18])[F:16])=[CH:13][N:12]=3)=[CH:25][CH:24]=2)[CH2:27]1. (4) Given the reactants [CH2:1]([N:8]([CH2:16][CH2:17][NH:18]C(C1C=CC=CC=1)(C1C=CC=CC=1)C1C=CC=CC=1)[CH2:9]/[CH:10]=[CH:11]/[C:12]([O:14][CH3:15])=[O:13])[C:2]1[CH:7]=[CH:6][CH:5]=[CH:4][CH:3]=1.Cl.O1CCOCC1, predict the reaction product. The product is: [CH2:1]([N:8]1[CH2:16][CH2:17][NH:18][CH:10]([CH2:11][C:12]([O:14][CH3:15])=[O:13])[CH2:9]1)[C:2]1[CH:7]=[CH:6][CH:5]=[CH:4][CH:3]=1. (5) Given the reactants [Cl:1][C:2]1[CH:3]=[N:4][CH:5]=[C:6]([Cl:20])[C:7]=1[S:8][C:9]1[S:13][C:12]([C:14]([OH:16])=O)=[CH:11][C:10]=1[N+:17]([O-:19])=[O:18].[NH2:21][CH:22]1[CH2:26][CH2:25][N:24]([C:27]([O:29][C:30]([CH3:33])([CH3:32])[CH3:31])=[O:28])[CH2:23]1, predict the reaction product. The product is: [Cl:20][C:6]1[CH:5]=[N:4][CH:3]=[C:2]([Cl:1])[C:7]=1[S:8][C:9]1[S:13][C:12]([C:14]([NH:21][CH:22]2[CH2:26][CH2:25][N:24]([C:27]([O:29][C:30]([CH3:33])([CH3:32])[CH3:31])=[O:28])[CH2:23]2)=[O:16])=[CH:11][C:10]=1[N+:17]([O-:19])=[O:18].